This data is from Reaction yield outcomes from USPTO patents with 853,638 reactions. The task is: Predict the reaction yield, written as a fraction of the theoretical maximum amount of product (1.0 means a 100% yield; for example, 0.34 means a 34% yield). (1) The product is [CH3:1][O:2][C:3](=[O:35])[NH:4][CH:5]([C:9]([N:11]1[CH2:15][CH2:14][CH2:13][CH:12]1[C:18]1[NH:19][C:20]([C:23]2[CH:28]=[CH:27][C:26]([C:29]#[CH:30])=[CH:25][CH:24]=2)=[CH:21][N:22]=1)=[O:10])[CH:6]([CH3:8])[CH3:7]. The yield is 1.00. The reactants are [CH3:1][O:2][C:3](=[O:35])[NH:4][CH:5]([C:9]([N:11]1[CH2:15][C:14](F)(F)[CH2:13][CH:12]1[C:18]1[NH:19][C:20]([C:23]2[CH:28]=[CH:27][C:26]([C:29]#[C:30][Si](C)(C)C)=[CH:25][CH:24]=2)=[CH:21][N:22]=1)=[O:10])[CH:6]([CH3:8])[CH3:7].C([O-])([O-])=O.[K+].[K+]. The catalyst is CO. (2) No catalyst specified. The product is [CH3:2][O:1][C:26]1[CH:27]=[C:28]([CH:23]=[C:29]([CH3:30])[CH:25]=1)[C:12]([O:13][CH3:18])=[O:15]. The reactants are [OH:1][C:2]1C=C(C=C(C)C=1)C(O)=O.[C:12](=[O:15])([O-])[O-:13].[K+].[K+].[CH3:18]I.CN([C:23]1[CH:28]=[CH:27][CH:26]=[CH:25]N=1)C.[CH3:29][C:30](C)=O. The yield is 0.935. (3) The reactants are C([O-])(=O)C.[Na+].C(N(C(C)C)C(C)C)C.[Cl:15][C:16]1[CH:21]=[C:20](I)[CH:19]=[CH:18][N:17]=1.[P:23]([O-])([O:28][CH2:29][CH3:30])([O:25][CH2:26][CH3:27])=[O:24]. The catalyst is C([O-])(=O)C.[Pd+2].C([O-])(=O)C.C1C=CC(P(C2C=CC=CC=2)[C-]2C=CC=C2)=CC=1.C1C=CC(P(C2C=CC=CC=2)[C-]2C=CC=C2)=CC=1.[Fe+2]. The product is [Cl:15][C:16]1[CH:21]=[C:20]([P:23](=[O:24])([O:28][CH2:29][CH3:30])[O:25][CH2:26][CH3:27])[CH:19]=[CH:18][N:17]=1. The yield is 0.490. (4) The yield is 0.850. The reactants are C(O[C:6](=[O:28])[NH:7][C@@H:8]([CH2:21][C:22]1[CH:27]=[CH:26][CH:25]=[CH:24][CH:23]=1)[CH:9]([C:11](=[O:20])[NH:12][CH2:13][C:14]1[CH:19]=[CH:18][CH:17]=[CH:16][CH:15]=1)[OH:10])(C)(C)C.FC(F)(F)C(O)=O.C(N(CC)C(C)C)(C)C.[CH3:45][O:46][C:47]1[CH:52]=[CH:51][C:50]([CH2:53][C@H:54]([NH:58][C:59](=[O:71])[C@@H:60]([NH:62][C:63]([C:65]2[CH:69]=[C:68]([CH3:70])[O:67][N:66]=2)=[O:64])[CH3:61])C(O)=O)=[CH:49][CH:48]=1.CN(C(ON1N=NC2C=CC=NC1=2)=[N+](C)C)C.F[P-](F)(F)(F)(F)F. The catalyst is ClCCl. The product is [CH2:21]([C@H:8]([NH:7][C:6]([C@@H:54]([NH:58][C:59]([C@@H:60]([NH:62][C:63]([C:65]1[CH:69]=[C:68]([CH3:70])[O:67][N:66]=1)=[O:64])[CH3:61])=[O:71])[CH2:53][C:50]1[CH:49]=[CH:48][C:47]([O:46][CH3:45])=[CH:52][CH:51]=1)=[O:28])[CH:9]([C:11](=[O:20])[NH:12][CH2:13][C:14]1[CH:15]=[CH:16][CH:17]=[CH:18][CH:19]=1)[OH:10])[C:22]1[CH:23]=[CH:24][CH:25]=[CH:26][CH:27]=1. (5) The reactants are [Cl:1][C:2]1[CH:24]=[CH:23][CH:22]=[C:21]([Cl:25])[C:3]=1[CH2:4][CH:5]1[CH2:9][CH2:8][N:7]([CH:10]2[CH2:19][CH2:18][C:13]3(OCC[O:14]3)[CH2:12][CH2:11]2)[C:6]1=[O:20].Cl.C(=O)([O-])O.[Na+]. The catalyst is O1CCCC1. The product is [Cl:1][C:2]1[CH:24]=[CH:23][CH:22]=[C:21]([Cl:25])[C:3]=1[CH2:4][CH:5]1[CH2:9][CH2:8][N:7]([CH:10]2[CH2:11][CH2:12][C:13](=[O:14])[CH2:18][CH2:19]2)[C:6]1=[O:20]. The yield is 0.900. (6) The reactants are [Cl:1][C:2]1[CH:7]=[CH:6][CH:5]=[CH:4][C:3]=1/[CH:8]=[CH:9]/[CH3:10].CC[C@H]1[C@H]2C[C@H]([C@H](OC3C4C(=CC=CC=4)C(O[C@H](C4C=CN=C5C=4C=C(OC)C=C5)[C@@H]4N5C[C@H](CC)[C@@H](CC5)C4)=NN=3)C3C=CN=C4C=3C=C([O:32]C)C=C4)N(CC2)C1.CC(O)(C)C.[OH2:74]. No catalyst specified. The product is [Cl:1][C:2]1[CH:7]=[CH:6][CH:5]=[CH:4][C:3]=1[C@H:8]([OH:32])[C@@H:9]([OH:74])[CH3:10]. The yield is 0.900.